This data is from Full USPTO retrosynthesis dataset with 1.9M reactions from patents (1976-2016). The task is: Predict the reactants needed to synthesize the given product. (1) The reactants are: [F:1][C:2]([F:46])([F:45])[C:3]1[CH:4]=[C:5]([CH:38]=[C:39]([C:41]([F:44])([F:43])[F:42])[CH:40]=1)[CH2:6][N:7]([CH2:21][C:22]1[CH:27]=[C:26]([C:28]([F:31])([F:30])[F:29])[CH:25]=[CH:24][C:23]=1[C:32]1[CH:37]=[CH:36][CH:35]=[CH:34][CH:33]=1)[C:8]1[N:13]=[CH:12][C:11]([O:14][CH2:15][CH2:16][CH2:17][C:18]([OH:20])=[O:19])=[CH:10][N:9]=1.[OH-].[Na+:48]. Given the product [Na+:48].[F:46][C:2]([F:1])([F:45])[C:3]1[CH:4]=[C:5]([CH:38]=[C:39]([C:41]([F:42])([F:43])[F:44])[CH:40]=1)[CH2:6][N:7]([CH2:21][C:22]1[CH:27]=[C:26]([C:28]([F:31])([F:30])[F:29])[CH:25]=[CH:24][C:23]=1[C:32]1[CH:37]=[CH:36][CH:35]=[CH:34][CH:33]=1)[C:8]1[N:9]=[CH:10][C:11]([O:14][CH2:15][CH2:16][CH2:17][C:18]([O-:20])=[O:19])=[CH:12][N:13]=1, predict the reactants needed to synthesize it. (2) Given the product [CH3:30][C@@H:26]1[CH2:27][CH2:28][CH2:29][N:25]1[CH2:24][CH2:23][NH:22][C:14](=[C:17]([C:20]#[N:21])[C:18]#[N:19])[N:11]1[CH2:12][CH2:13][CH:8]([CH2:7][N:3]2[CH2:4][CH2:5][CH2:6][CH:2]2[CH3:1])[CH2:9][CH2:10]1, predict the reactants needed to synthesize it. The reactants are: [CH3:1][CH:2]1[CH2:6][CH2:5][CH2:4][N:3]1[CH2:7][CH:8]1[CH2:13][CH2:12][N:11]([C:14](=[C:17]([C:20]#[N:21])[C:18]#[N:19])SC)[CH2:10][CH2:9]1.[NH2:22][CH2:23][CH2:24][N:25]1[CH2:29][CH2:28][CH2:27][C@H:26]1[CH3:30]. (3) Given the product [Cl:9][C:8]1[N:1]=[C:2]([Cl:3])[N:4]=[C:5]([NH:10][C@@H:11]2[C:19]3[C:14](=[CH:15][CH:16]=[CH:17][CH:18]=3)[CH2:13][CH2:12]2)[N:7]=1, predict the reactants needed to synthesize it. The reactants are: [N:1]1[C:8]([Cl:9])=[N:7][C:5](Cl)=[N:4][C:2]=1[Cl:3].[NH2:10][C@@H:11]1[C:19]2[C:14](=[CH:15][CH:16]=[CH:17][CH:18]=2)[CH2:13][CH2:12]1.CCN(C(C)C)C(C)C.O. (4) The reactants are: [NH2:1][C:2]1[CH:3]=[CH:4][C:5]([CH3:21])=[C:6]([C:8]2[CH:13]=[CH:12][C:11]([C:14]([NH:16][CH2:17][CH:18]3[CH2:20][CH2:19]3)=[O:15])=[CH:10][CH:9]=2)[CH:7]=1.[C:22]1([C:28]2[N:33]=[C:32]([C:34](O)=[O:35])[CH:31]=[CH:30][N:29]=2)[CH:27]=[CH:26][CH:25]=[CH:24][CH:23]=1. Given the product [CH:18]1([CH2:17][NH:16][C:14]([C:11]2[CH:12]=[CH:13][C:8]([C:6]3[C:5]([CH3:21])=[CH:4][CH:3]=[C:2]([NH:1][C:34]([C:32]4[CH:31]=[CH:30][N:29]=[C:28]([C:22]5[CH:23]=[CH:24][CH:25]=[CH:26][CH:27]=5)[N:33]=4)=[O:35])[CH:7]=3)=[CH:9][CH:10]=2)=[O:15])[CH2:20][CH2:19]1, predict the reactants needed to synthesize it. (5) Given the product [CH3:16][C:17]1[C:18]([N:24]2[CH2:25][CH2:26][N:27]([C:11]([C:10]3[CH:9]=[CH:8][C:7]([CH2:6][NH:5][S:2]([CH3:1])(=[O:3])=[O:4])=[CH:15][CH:14]=3)=[O:13])[CH2:28][CH2:29]2)=[N:19][CH:20]=[C:21]([CH3:23])[CH:22]=1, predict the reactants needed to synthesize it. The reactants are: [CH3:1][S:2]([NH:5][CH2:6][C:7]1[CH:15]=[CH:14][C:10]([C:11]([OH:13])=O)=[CH:9][CH:8]=1)(=[O:4])=[O:3].[CH3:16][C:17]1[C:18]([N:24]2[CH2:29][CH2:28][NH:27][CH2:26][CH2:25]2)=[N:19][CH:20]=[C:21]([CH3:23])[CH:22]=1. (6) Given the product [Cl:1][C:2]1[CH:3]=[C:4]([S:8]([NH:12][C:13]2[CH:14]=[C:15]([CH:25]=[CH:26][C:27]=2[O:28][CH3:29])[C:16]([NH:18][C:19]2[CH:24]=[CH:23][CH:22]=[CH:21][CH:20]=2)=[O:17])(=[O:10])=[O:9])[CH:5]=[CH:6][CH:7]=1, predict the reactants needed to synthesize it. The reactants are: [Cl:1][C:2]1[CH:3]=[C:4]([S:8](Cl)(=[O:10])=[O:9])[CH:5]=[CH:6][CH:7]=1.[NH2:12][C:13]1[CH:14]=[C:15]([CH:25]=[CH:26][C:27]=1[O:28][CH3:29])[C:16]([NH:18][C:19]1[CH:24]=[CH:23][CH:22]=[CH:21][CH:20]=1)=[O:17].